Dataset: NCI-60 drug combinations with 297,098 pairs across 59 cell lines. Task: Regression. Given two drug SMILES strings and cell line genomic features, predict the synergy score measuring deviation from expected non-interaction effect. (1) Synergy scores: CSS=31.5, Synergy_ZIP=-8.63, Synergy_Bliss=0.997, Synergy_Loewe=-3.38, Synergy_HSA=-0.656. Drug 2: CCN(CC)CCNC(=O)C1=C(NC(=C1C)C=C2C3=C(C=CC(=C3)F)NC2=O)C. Drug 1: CC1OCC2C(O1)C(C(C(O2)OC3C4COC(=O)C4C(C5=CC6=C(C=C35)OCO6)C7=CC(=C(C(=C7)OC)O)OC)O)O. Cell line: T-47D. (2) Drug 1: CN1CCC(CC1)COC2=C(C=C3C(=C2)N=CN=C3NC4=C(C=C(C=C4)Br)F)OC. Drug 2: CCC1(C2=C(COC1=O)C(=O)N3CC4=CC5=C(C=CC(=C5CN(C)C)O)N=C4C3=C2)O.Cl. Cell line: OVCAR-4. Synergy scores: CSS=7.18, Synergy_ZIP=-2.95, Synergy_Bliss=-5.27, Synergy_Loewe=-4.70, Synergy_HSA=-5.09. (3) Drug 1: CS(=O)(=O)C1=CC(=C(C=C1)C(=O)NC2=CC(=C(C=C2)Cl)C3=CC=CC=N3)Cl. Drug 2: C1=CC(=CC=C1CCCC(=O)O)N(CCCl)CCCl. Cell line: SF-268. Synergy scores: CSS=41.0, Synergy_ZIP=-2.10, Synergy_Bliss=-0.746, Synergy_Loewe=-6.08, Synergy_HSA=-2.85. (4) Drug 1: CCCCCOC(=O)NC1=NC(=O)N(C=C1F)C2C(C(C(O2)C)O)O. Drug 2: CS(=O)(=O)CCNCC1=CC=C(O1)C2=CC3=C(C=C2)N=CN=C3NC4=CC(=C(C=C4)OCC5=CC(=CC=C5)F)Cl. Cell line: IGROV1. Synergy scores: CSS=19.3, Synergy_ZIP=-5.67, Synergy_Bliss=-1.57, Synergy_Loewe=-24.4, Synergy_HSA=-1.23. (5) Drug 1: CC=C1C(=O)NC(C(=O)OC2CC(=O)NC(C(=O)NC(CSSCCC=C2)C(=O)N1)C(C)C)C(C)C. Drug 2: CNC(=O)C1=NC=CC(=C1)OC2=CC=C(C=C2)NC(=O)NC3=CC(=C(C=C3)Cl)C(F)(F)F. Cell line: NCI-H322M. Synergy scores: CSS=14.2, Synergy_ZIP=-3.17, Synergy_Bliss=2.02, Synergy_Loewe=-29.9, Synergy_HSA=-0.175. (6) Drug 1: C1=NC2=C(N1)C(=S)N=C(N2)N. Drug 2: C#CCC(CC1=CN=C2C(=N1)C(=NC(=N2)N)N)C3=CC=C(C=C3)C(=O)NC(CCC(=O)O)C(=O)O. Cell line: SNB-19. Synergy scores: CSS=4.97, Synergy_ZIP=-1.12, Synergy_Bliss=0.503, Synergy_Loewe=-0.344, Synergy_HSA=-0.457. (7) Cell line: BT-549. Drug 1: C1=CC(=CC=C1CC(C(=O)O)N)N(CCCl)CCCl.Cl. Synergy scores: CSS=10.3, Synergy_ZIP=-4.52, Synergy_Bliss=1.82, Synergy_Loewe=-0.0798, Synergy_HSA=0.960. Drug 2: C1=NC(=NC(=O)N1C2C(C(C(O2)CO)O)O)N.